From a dataset of Full USPTO retrosynthesis dataset with 1.9M reactions from patents (1976-2016). Predict the reactants needed to synthesize the given product. The reactants are: [Br:1][C:2]1[C:6]2[CH2:7][N:8]([C:11](OC(C)(C)C)=[O:12])[CH2:9][CH2:10][C:5]=2[N:4]([CH:18]2[CH2:20][CH2:19]2)[N:3]=1.Cl.[C:22](OC(=O)C)(=O)C.O. Given the product [Br:1][C:2]1[C:6]2[CH2:7][N:8]([C:11](=[O:12])[CH3:22])[CH2:9][CH2:10][C:5]=2[N:4]([CH:18]2[CH2:20][CH2:19]2)[N:3]=1, predict the reactants needed to synthesize it.